Dataset: Tox21: 12 toxicity assays (nuclear receptors and stress response pathways). Task: Binary classification across 12 toxicity assays. The compound is COc1cccc2c1C(=O)c1c(O)c3c(c(O)c1C2=O)C[C@@](O)(C(C)=O)C[C@@H]3O[C@H]1C[C@H](N)[C@H](O)[C@H](C)O1. It tested positive (active) for: NR-AR-LBD (Androgen Receptor Ligand Binding Domain agonist), NR-Aromatase (Aromatase enzyme inhibition), NR-ER (Estrogen Receptor agonist activity), NR-ER-LBD (Estrogen Receptor Ligand Binding Domain agonist), SR-ATAD5 (ATAD5 genotoxicity (DNA damage)), SR-MMP (Mitochondrial Membrane Potential disruption), and SR-p53 (p53 tumor suppressor activation).